From a dataset of Reaction yield outcomes from USPTO patents with 853,638 reactions. Predict the reaction yield, written as a fraction of the theoretical maximum amount of product (1.0 means a 100% yield; for example, 0.34 means a 34% yield). (1) The reactants are [F:1][C:2]1[CH:32]=[C:31]([F:33])[CH:30]=[CH:29][C:3]=1[O:4][C:5]1[CH:10]=[CH:9][C:8]([S:11]([CH3:14])(=[O:13])=[O:12])=[CH:7][C:6]=1[C:15]1[NH:16][C:17]([CH3:28])=[C:18]2[C:23]=1[CH:22]=[C:21]([C:24](O)=[O:25])[NH:20][C:19]2=[O:27].C[N:35](C(ON1N=NC2C=CC=NC1=2)=[N+](C)C)C.F[P-](F)(F)(F)(F)F.C(N(C(C)C)C(C)C)C.N. The catalyst is CN(C)C=O. The product is [F:1][C:2]1[CH:32]=[C:31]([F:33])[CH:30]=[CH:29][C:3]=1[O:4][C:5]1[CH:10]=[CH:9][C:8]([S:11]([CH3:14])(=[O:12])=[O:13])=[CH:7][C:6]=1[C:15]1[NH:16][C:17]([CH3:28])=[C:18]2[C:23]=1[CH:22]=[C:21]([C:24]([NH2:35])=[O:25])[NH:20][C:19]2=[O:27]. The yield is 0.220. (2) The reactants are [C:1]([O:4][C:5]1[C:6](=[CH:10][CH:11]=[CH:12][CH:13]=1)[C:7](Cl)=[O:8])(=[O:3])[CH3:2].[OH2:14]. The catalyst is C1(C)C=CC=CC=1. The product is [C:1]([O:4][C:5]1[CH:13]=[CH:12][CH:11]=[CH:10][C:6]=1[C:7]([OH:14])=[O:8])(=[O:3])[CH3:2]. The yield is 0.800. (3) The reactants are N[C:2]1[CH:7]=[CH:6][C:5]([C:8]2[NH:26][C:11]3[CH:12]=[N:13][C:14]([NH:16][C:17]([CH:19]4[CH2:25][CH2:24][CH2:23][CH2:22][CH2:21][CH2:20]4)=[O:18])=[CH:15][C:10]=3[N:9]=2)=[CH:4][CH:3]=1.[CH:27]1([C:34](Cl)=[O:35])[CH2:33][CH2:32][CH2:31][CH2:30][CH2:29][CH2:28]1.O.C([O-])(O)=O.[Na+]. The catalyst is N1C=CC=CC=1. The product is [CH:27]1([C:34]([C:2]2[CH:7]=[CH:6][C:5]([C:8]3[NH:26][C:11]4[CH:12]=[N:13][C:14]([NH:16][C:17]([CH:19]5[CH2:25][CH2:24][CH2:23][CH2:22][CH2:21][CH2:20]5)=[O:18])=[CH:15][C:10]=4[N:9]=3)=[CH:4][CH:3]=2)=[O:35])[CH2:33][CH2:32][CH2:31][CH2:30][CH2:29][CH2:28]1. The yield is 0.390. (4) The reactants are [C:1]([CH2:3][CH2:4][N:5]1[C:9]2[CH:10]=[CH:11][C:12]([C:14]([OH:16])=O)=[CH:13][C:8]=2[N:7]=[CH:6]1)#[N:2].C1C=CC2N(O)N=NC=2C=1.Cl.CC[N:30]([CH:34]([CH3:36])[CH3:35])[CH:31]([CH3:33])[CH3:32].CCN=C=NCCCN(C)C.Cl.CN([CH:52]=[O:53])C. No catalyst specified. The product is [OH:53][CH:52]1[CH2:35][CH:34]2[N:30]([C:14]([C:12]3[CH:11]=[CH:10][C:9]4[N:5]([CH2:4][CH2:3][C:1]#[N:2])[CH:6]=[N:7][C:8]=4[CH:13]=3)=[O:16])[CH:31]([CH2:32][CH2:36]2)[CH2:33]1. The yield is 0.670. (5) The reactants are [Cl:1][C:2]1[N:3]=[C:4]2[C:9](=[CH:10][CH:11]=1)[N:8]=[CH:7][C:6]([C:12](=[O:14])[CH3:13])=[C:5]2[NH:15][CH:16]1[CH2:21][CH2:20][CH:19]([CH2:22][N:23]([CH3:25])[CH3:24])[CH2:18][CH2:17]1.[F:26][C:27]1[CH:32]=[C:31](B2OC(C)(C)C(C)(C)O2)[CH:30]=[C:29]([F:42])[C:28]=1[OH:43].C1(N)C(F)=C(F)C(F)=C(N)C=1F.[ClH:56].Cl. No catalyst specified. The product is [ClH:1].[ClH:56].[F:26][C:27]1[CH:32]=[C:31]([C:2]2[N:3]=[C:4]3[C:9](=[CH:10][CH:11]=2)[N:8]=[CH:7][C:6]([C:12](=[O:14])[CH3:13])=[C:5]3[NH:15][C@H:16]2[CH2:21][CH2:20][C@H:19]([CH2:22][N:23]([CH3:25])[CH3:24])[CH2:18][CH2:17]2)[CH:30]=[C:29]([F:42])[C:28]=1[OH:43]. The yield is 0.900. (6) The reactants are [CH2:1]([C:4]1[C:12]([N:13]([C@H:16]2[CH2:21][CH2:20][C@H:19]([NH:22][C:23]([O:25][C:26]([CH3:29])([CH3:28])[CH3:27])=[O:24])[CH2:18][CH2:17]2)[CH2:14][CH3:15])=[CH:11][CH:10]=[CH:9][C:5]=1[C:6]([OH:8])=O)[CH:2]=[CH2:3].[CH2:30]([C:34]1[CH:39]=[C:38]([CH3:40])[N:37]=[C:36]([O:41][CH3:42])[C:35]=1[CH2:43][NH2:44])[CH2:31][CH:32]=[CH2:33].C1C=NC2N(O)N=NC=2C=1.C(Cl)CCl.CN1CCOCC1. The catalyst is O. The product is [C:26]([O:25][C:23](=[O:24])[NH:22][C@H:19]1[CH2:18][CH2:17][C@H:16]([N:13]([C:12]2[CH:11]=[CH:10][CH:9]=[C:5]([C:6](=[O:8])[NH:44][CH2:43][C:35]3[C:36]([O:41][CH3:42])=[N:37][C:38]([CH3:40])=[CH:39][C:34]=3[CH2:30][CH2:31][CH:32]=[CH2:33])[C:4]=2[CH2:1][CH:2]=[CH2:3])[CH2:14][CH3:15])[CH2:21][CH2:20]1)([CH3:29])([CH3:27])[CH3:28]. The yield is 0.970. (7) The reactants are [Li+].[Cl-].[I:3][C:4]1[N:5]=[C:6]([C@@H:10]2[CH2:14][C@H:13]([CH3:15])[CH2:12][N:11]2[C:16]([O:18][C:19]([CH3:22])([CH3:21])[CH3:20])=[O:17])[NH:7][C:8]=1I.C[Mg]Cl.C([Mg]Cl)(C)C.[NH4+].[Cl-]. The catalyst is C1COCC1.O. The product is [I:3][C:4]1[NH:5][C:6]([C@@H:10]2[CH2:14][C@H:13]([CH3:15])[CH2:12][N:11]2[C:16]([O:18][C:19]([CH3:20])([CH3:22])[CH3:21])=[O:17])=[N:7][CH:8]=1. The yield is 0.830. (8) The product is [CH:15]1([CH2:14][NH:13][C:10]2[S:11][CH:12]=[C:8]([C:5]3[CH:4]=[CH:3][C:2]([C:18]#[N:19])=[N:7][CH:6]=3)[N:9]=2)[CH2:17][CH2:16]1. The reactants are Br[C:2]1[N:7]=[CH:6][C:5]([C:8]2[N:9]=[C:10]([NH:13][CH2:14][CH:15]3[CH2:17][CH2:16]3)[S:11][CH:12]=2)=[CH:4][CH:3]=1.[CH3:18][N:19](C=O)C. The yield is 0.380. The catalyst is CCOC(C)=O.C1(P(C2C=CC=CC=2)[C-]2C=CC=C2)C=CC=CC=1.[C-]1(P(C2C=CC=CC=2)C2C=CC=CC=2)C=CC=C1.[Fe+2].[C-]#N.[Zn+2].[C-]#N.C1C=CC(/C=C/C(/C=C/C2C=CC=CC=2)=O)=CC=1.C1C=CC(/C=C/C(/C=C/C2C=CC=CC=2)=O)=CC=1.C1C=CC(/C=C/C(/C=C/C2C=CC=CC=2)=O)=CC=1.[Pd].[Pd].